Task: Regression. Given two drug SMILES strings and cell line genomic features, predict the synergy score measuring deviation from expected non-interaction effect.. Dataset: NCI-60 drug combinations with 297,098 pairs across 59 cell lines Drug 1: CC12CCC(CC1=CCC3C2CCC4(C3CC=C4C5=CN=CC=C5)C)O. Drug 2: C1=CC(=CC=C1CCC2=CNC3=C2C(=O)NC(=N3)N)C(=O)NC(CCC(=O)O)C(=O)O. Cell line: A549. Synergy scores: CSS=43.4, Synergy_ZIP=1.000, Synergy_Bliss=1.33, Synergy_Loewe=-19.1, Synergy_HSA=2.73.